Predict the reaction yield, written as a fraction of the theoretical maximum amount of product (1.0 means a 100% yield; for example, 0.34 means a 34% yield). From a dataset of Reaction yield outcomes from USPTO patents with 853,638 reactions. (1) The reactants are [O:1]1[C:3]2([CH2:8][CH2:7][N:6]([C:9]3[CH:14]=[CH:13][C:12]([N:15]4[CH2:19][C@H:18]([CH2:20][NH:21][C:22](=[O:24])[CH3:23])[O:17][C:16]4=[O:25])=[CH:11][C:10]=3[F:26])[CH2:5][CH2:4]2)[CH2:2]1.[C-]#N.[K+].[CH3:30][N:31](C)C=O. The catalyst is CO. The product is [C:30]([CH2:2][C:3]1([OH:1])[CH2:8][CH2:7][N:6]([C:9]2[CH:14]=[CH:13][C:12]([N:15]3[CH2:19][C@H:18]([CH2:20][NH:21][C:22](=[O:24])[CH3:23])[O:17][C:16]3=[O:25])=[CH:11][C:10]=2[F:26])[CH2:5][CH2:4]1)#[N:31]. The yield is 0.510. (2) The product is [N:1]([C:2]1[CH:3]=[C:4]2[C:9](=[O:10])[N:8]3[CH2:11][CH2:12][N:13]([C:14]([C:16]4[C:17]([CH3:21])=[N:18][O:19][CH:20]=4)=[O:15])[C:7]3([C:22]3[CH:27]=[CH:26][C:25]([O:28][CH3:29])=[CH:24][CH:23]=3)[CH2:6][N:5]2[CH:30]=1)=[N+:36]=[N-:37]. The yield is 0.280. The reactants are [NH2:1][C:2]1[CH:3]=[C:4]2[C:9](=[O:10])[N:8]3[CH2:11][CH2:12][N:13]([C:14]([C:16]4[C:17]([CH3:21])=[N:18][O:19][CH:20]=4)=[O:15])[C:7]3([C:22]3[CH:27]=[CH:26][C:25]([O:28][CH3:29])=[CH:24][CH:23]=3)[CH2:6][N:5]2[CH:30]=1.Cl.N([O-])=O.[Na+].[N-:36]=[N+:37]=[N-].[Na+].C([O-])(=O)C.[Na+]. The catalyst is O. (3) The reactants are [CH3:1][O:2][C:3](=[O:21])[CH:4]([C:11]1[CH:16]=[CH:15][C:14](Cl)=[C:13]([N+:18]([O-:20])=[O:19])[CH:12]=1)[CH2:5][CH:6]1[CH2:10][CH2:9][CH2:8][CH2:7]1.[CH3:22][S:23]([O-:25])=[O:24].[Na+].C(OCC)(=O)C.O. The catalyst is CS(C)=O. The product is [CH3:1][O:2][C:3](=[O:21])[CH:4]([C:11]1[CH:16]=[CH:15][C:14]([S:23]([CH3:22])(=[O:25])=[O:24])=[C:13]([N+:18]([O-:20])=[O:19])[CH:12]=1)[CH2:5][CH:6]1[CH2:10][CH2:9][CH2:8][CH2:7]1. The yield is 0.840. (4) The reactants are C(NC1C=CC([C:16]2[CH:24]=[C:23]3[C:19]([CH2:20][N:21]([C@@H:26]([CH:31]([CH3:33])[CH3:32])[C:27]([O:29][CH3:30])=[O:28])[C:22]3=[O:25])=[CH:18][CH:17]=2)=CC=1)(=O)C1C=CC=CC=1.[NH2:34][C:35]1[CH:40]=[CH:39][C:38](C2C=C3C(CN([C@@H](C(C)C)C(OC)=O)C3=O)=CC=2)=[CH:37][CH:36]=1.[F:59][C:60]([F:71])([F:70])[C:61]1[CH:69]=[CH:68][C:64]([C:65](Cl)=[O:66])=[CH:63][N:62]=1. No catalyst specified. The product is [CH3:33][CH:31]([CH3:32])[C@H:26]([N:21]1[CH2:20][C:19]2[C:23](=[CH:24][CH:16]=[C:17]([C:38]3[CH:37]=[CH:36][C:35]([NH:34][C:65](=[O:66])[C:64]4[CH:68]=[CH:69][C:61]([C:60]([F:71])([F:59])[F:70])=[N:62][CH:63]=4)=[CH:40][CH:39]=3)[CH:18]=2)[C:22]1=[O:25])[C:27]([O:29][CH3:30])=[O:28]. The yield is 0.650.